Dataset: Full USPTO retrosynthesis dataset with 1.9M reactions from patents (1976-2016). Task: Predict the reactants needed to synthesize the given product. Given the product [CH3:10][O:11][C:12]1[CH:19]=[CH:18][C:15]([CH2:16][O:7][CH2:6][CH2:5][O:4][CH2:3][CH2:2][NH2:1])=[CH:14][CH:13]=1, predict the reactants needed to synthesize it. The reactants are: [NH2:1][CH2:2][CH2:3][O:4][CH2:5][CH2:6][OH:7].[H-].[Na+].[CH3:10][O:11][C:12]1[CH:19]=[CH:18][C:15]([CH2:16]Cl)=[CH:14][CH:13]=1.O.